Task: Regression/Classification. Given a drug SMILES string, predict its absorption, distribution, metabolism, or excretion properties. Task type varies by dataset: regression for continuous measurements (e.g., permeability, clearance, half-life) or binary classification for categorical outcomes (e.g., BBB penetration, CYP inhibition). Dataset: b3db_classification.. Dataset: Blood-brain barrier permeability classification from the B3DB database (1) The result is 0 (does not penetrate BBB). The compound is O=C(OOC(=O)c1ccccc1)c1ccccc1. (2) The drug is CC(C=CC=C(C)C=CC1=C(C)CCCC1(C)C)=CC=CC=C(C)C=CC=C(C)C=CC1=C(C)CCCC1(C)C. The result is 0 (does not penetrate BBB). (3) The drug is CCS(=O)(=O)c1ccc(-c2ccc3cc(O)ccc3c2Oc2ccc(OCCN3CCCCC3)cc2)cc1. The result is 1 (penetrates BBB). (4) The drug is CCOc1ccccc1O[C@H](c1ccccc1)[C@H]1CNCCO1. The result is 1 (penetrates BBB). (5) The molecule is CCC(=C(c1ccccc1)c1ccc(OCCN(C)C)cc1)c1ccccc1. The result is 1 (penetrates BBB). (6) The drug is CC1CCNC2C1NC(=O)C1CCCNC1N2C1CC1. The result is 1 (penetrates BBB). (7) The compound is CCCCC[C@H](O)/C=C/[C@H]1[C@H](O)CC(=O)[C@@H]1CCCCCCC(=O)O. The result is 0 (does not penetrate BBB). (8) The drug is CCC1(c2ccccc2)C(=O)NC(=O)N(C)C1=O. The result is 1 (penetrates BBB). (9) The drug is CN1C(=O)CN=C(C2=CCCCC2)c2cc(Cl)ccc21. The result is 1 (penetrates BBB).